This data is from Peptide-MHC class I binding affinity with 185,985 pairs from IEDB/IMGT. The task is: Regression. Given a peptide amino acid sequence and an MHC pseudo amino acid sequence, predict their binding affinity value. This is MHC class I binding data. (1) The peptide sequence is ESANLGEEIL. The MHC is Mamu-A02 with pseudo-sequence Mamu-A02. The binding affinity (normalized) is 0. (2) The peptide sequence is CVFKFIVAK. The MHC is HLA-A02:06 with pseudo-sequence HLA-A02:06. The binding affinity (normalized) is 0.0847. (3) The peptide sequence is VHYGQGWLY. The MHC is HLA-A02:19 with pseudo-sequence HLA-A02:19. The binding affinity (normalized) is 0.0847. (4) The peptide sequence is KVRDRNFQL. The MHC is HLA-B39:01 with pseudo-sequence HLA-B39:01. The binding affinity (normalized) is 0.0847.